Dataset: Experimentally validated miRNA-target interactions with 360,000+ pairs, plus equal number of negative samples. Task: Binary Classification. Given a miRNA mature sequence and a target amino acid sequence, predict their likelihood of interaction. (1) The miRNA is hsa-miR-6890-5p with sequence CAUGGGGUAGGGCAGAGUAGG. The protein sequence of the target gene is MAEDLSAATSYTEDDFYCPVCQEVLKTPVRTTACQHVFCRKCFLTAMRESGAHCPLCRGNVTRRERACPERALDLENIMRKFSGSCRCCAKQIKFYRMRHHYKSCKKYQDEYGVSSIIPNFQISQDSVGNSNRSETSTSDNTETYQENTSSSGHPTFKCPLCQESNFTRQRLLDHCNSNHLFQIVPVTCPICVSLPWGDPSQITRNFVSHLNQRHQFDYGEFVNLQLDEETQYQTAVEESFQVNI. Result: 0 (no interaction). (2) The miRNA is rno-miR-494-3p with sequence UGAAACAUACACGGGAAACCUCU. The protein sequence of the target gene is MAVSERRGLGRGSPAEWGQRLLLVLLLGGCSGRIHQLALTGEKRADIQLNSFGFYTNGSLEVELSVLRLGLREAEEKSLLVGFSLSRVRSGRVRSYSTRDFQDCPLQKNSSSFLVLFLINTKDLQVQVRKYGEQKTLFIFPGLLPEAPSKPGLPKPQATVPRKVDGGGTSAASKPKSTPAVIQGPSGKDKDLVLGLSHLNNSYNFSFHVVIGSQAEEGQYSLNFHNCNNSVPGKEHPFDITVMIREKNPDGFLSAAEMPLFKLYMVMSACFLAAGIFWVSILCRNTYSVFKIHWLMAALA.... Result: 0 (no interaction). (3) The miRNA is hsa-miR-6715b-5p with sequence ACAGGCACGACUGGUUUGGCA. The protein sequence of the target gene is MVLWILWRPFGFSGRFLKLESHSITESKSLIPVAWTSLTQMLLEAPGIFLLGQRKRFSTMPETETHERETELFSPPSDVRGMTKLDRTAFKKTVNIPVLKVRKEIVSKLMRSLKRAALQRPGIRRVIEDPEDKESRLIMLDPYKIFTHDSFEKAELSVLEQLNVSPQISKYNLELTYEHFKSEEILRAVLPEGQDVTSGFSRIGHIAHLNLRDHQLSFKHLIGQVMIDKNPGITSAVNKINNIDNMYRNFQMEVLSGEQNMMTKVRENNYTYEFDFSKVYWNPRLSTEHSRITELLKPGD.... Result: 1 (interaction). (4) The miRNA is hsa-miR-141-3p with sequence UAACACUGUCUGGUAAAGAUGG. The protein sequence of the target gene is MAAIRMGKLTTMPAGLIYASVSVHAAKQEESKKQLVKPEQLPIYTAPPLQSKYVEEQPGHLQMGFASIRTATGCYIGWCKGVYVFVKNGIMDTVQFGKDAYVYLKNPPRDFLPKMGVITVSGLAGLVSARKGSKFKKITYPLGLATLGATVCYPVQSVIIAKVTAKKVYATSQQIFGAVKSLWTKSSKEESLPKPKEKTKLGSSSEIEVPAKTTHVLKHSVPLPTELSSEAKTKSESTSGATQFMPDPKLMDHGQSHPEDIDMYSTRS. Result: 1 (interaction). (5) The miRNA is hsa-miR-3605-3p with sequence CCUCCGUGUUACCUGUCCUCUAG. The protein sequence of the target gene is MKSDSSTSAAPLRGLGGPLRSSEPVRAVPARAPAVDLLEEAADLLVVHLDFRAALETCERAWQSLANHAVAEEPAGTSLEVKCSLCVVGIQALAEMDRWQEVLSWVLQYYQVPEKLPPKVLELCILLYSKMQEPGAVLDVVGAWLQDPANQNLPEYGALAEFHVQRVLLPLGCLSEAEELVVGSAAFGEERRLDVLQAIHTARQQQKQEHSGSEEAQKPNLEGSVSHKFLSLPMLVRQLWDSAVSHFFSLPFKKSLLAALILCLLVVRFDPASPSSLHFLYKLAQLFRWIRKAAFSRLYQ.... Result: 0 (no interaction).